This data is from Full USPTO retrosynthesis dataset with 1.9M reactions from patents (1976-2016). The task is: Predict the reactants needed to synthesize the given product. (1) Given the product [ClH:23].[CH3:1][N:2]1[CH2:7][CH2:6][CH:5]([NH:8][C:9]2[N:14]=[C:13]([C:15]([F:18])([F:16])[F:17])[C:12]([C:19]([OH:21])=[O:20])=[CH:11][N:10]=2)[CH2:4][CH2:3]1, predict the reactants needed to synthesize it. The reactants are: [CH3:1][N:2]1[CH2:7][CH2:6][CH:5]([NH:8][C:9]2[N:14]=[C:13]([C:15]([F:18])([F:17])[F:16])[C:12]([C:19]([O:21]C)=[O:20])=[CH:11][N:10]=2)[CH2:4][CH2:3]1.[ClH:23]. (2) Given the product [CH3:1][O:2][C:3](=[O:29])[CH2:4][CH:5]([C:6]1[N:8]([CH3:9])[N:32]=[N:31][N:30]=1)[C:10]1[CH:15]=[CH:14][C:13]([O:16][CH2:17][CH:18]2[CH2:23][CH2:22][CH2:21][C:20]3([CH2:28][CH2:27][CH2:26][CH2:25][CH2:24]3)[CH2:19]2)=[CH:12][CH:11]=1, predict the reactants needed to synthesize it. The reactants are: [CH3:1][O:2][C:3](=[O:29])[CH2:4][CH:5]([C:10]1[CH:15]=[CH:14][C:13]([O:16][CH2:17][CH:18]2[CH2:23][CH2:22][CH2:21][C:20]3([CH2:28][CH2:27][CH2:26][CH2:25][CH2:24]3)[CH2:19]2)=[CH:12][CH:11]=1)[C:6]([NH:8][CH3:9])=O.[N-:30]=[N+:31]=[N-:32].[Na+].FC(F)(F)S(OS(C(F)(F)F)(=O)=O)(=O)=O.C(=O)(O)[O-].[Na+]. (3) Given the product [CH3:4][CH:5]([CH3:39])[CH2:6][CH2:7][C@@H:8]([C:35]([OH:37])=[O:36])[NH:9][C:10]([C:12]1[C:21]([NH:22][C:23]([NH:25][C:26]2[C:31]([CH3:32])=[CH:30][C:29]([CH3:33])=[CH:28][C:27]=2[CH3:34])=[O:24])=[CH:20][C:19]2[C:14](=[CH:15][CH:16]=[CH:17][CH:18]=2)[CH:13]=1)=[O:11], predict the reactants needed to synthesize it. The reactants are: O.[OH-].[Li+].[CH3:4][CH:5]([CH3:39])[CH2:6][CH2:7][C@@H:8]([C:35]([O:37]C)=[O:36])[NH:9][C:10]([C:12]1[C:21]([NH:22][C:23]([NH:25][C:26]2[C:31]([CH3:32])=[CH:30][C:29]([CH3:33])=[CH:28][C:27]=2[CH3:34])=[O:24])=[CH:20][C:19]2[C:14](=[CH:15][CH:16]=[CH:17][CH:18]=2)[CH:13]=1)=[O:11].O.Cl. (4) Given the product [Br:23][C:20]1[CH:21]=[CH:22][C:17]([O:16][C:14](=[O:15])[NH:12][N:3]2[CH2:4][CH2:5][C:6]3[C:11](=[CH:10][CH:9]=[CH:8][CH:7]=3)[CH2:2]2)=[CH:18][CH:19]=1, predict the reactants needed to synthesize it. The reactants are: Cl.[CH2:2]1[C:11]2[C:6](=[CH:7][CH:8]=[CH:9][CH:10]=2)[CH2:5][CH2:4][N:3]1[NH2:12].Cl[C:14]([O:16][C:17]1[CH:22]=[CH:21][C:20]([Br:23])=[CH:19][CH:18]=1)=[O:15]. (5) Given the product [NH2:40][CH2:41][CH2:42][C:43]([O:20][CH2:19][C@H:17]1[O:16][N:15]=[C:14]([C:11]2[CH:12]=[CH:13][C:8]([C:7]3[CH:6]=[CH:5][C:4]([N:21]4[CH2:25][C@H:24]([CH2:26][N:27]5[CH:31]=[CH:30][N:29]=[N:28]5)[O:23][C:22]4=[O:32])=[CH:3][C:2]=3[F:1])=[CH:9][N:10]=2)[CH2:18]1)=[O:44], predict the reactants needed to synthesize it. The reactants are: [F:1][C:2]1[CH:3]=[C:4]([N:21]2[CH2:25][C@H:24]([CH2:26][N:27]3[CH:31]=[CH:30][N:29]=[N:28]3)[O:23][C:22]2=[O:32])[CH:5]=[CH:6][C:7]=1[C:8]1[CH:9]=[N:10][C:11]([C:14]2[CH2:18][C@@H:17]([CH2:19][OH:20])[O:16][N:15]=2)=[CH:12][CH:13]=1.C(OC([NH:40][CH2:41][CH2:42][C:43](O)=[O:44])=O)(C)(C)C.Cl.CN(C)CCCN=C=NCC. (6) Given the product [S:1]1[CH:5]=[CH:4][C:3]2[CH:6]=[C:7]([CH2:10][S:11]([NH:14][C@H:15]([CH2:20][N:21]3[CH:25]=[CH:24][CH:23]=[N:22]3)[C:16]([NH:18][OH:19])=[O:17])(=[O:13])=[O:12])[CH:8]=[CH:9][C:2]1=2, predict the reactants needed to synthesize it. The reactants are: [S:1]1[CH:5]=[CH:4][C:3]2[CH:6]=[C:7]([CH2:10][S:11]([NH:14][C@H:15]([CH2:20][N:21]3[CH:25]=[CH:24][CH:23]=[N:22]3)[C:16]([NH:18][OH:19])=[O:17])(=[O:13])=[O:12])[CH:8]=[CH:9][C:2]1=2.S1C=CC2C=C(CS(N[C@H](CN3C=CC=N3)C(O)=O)(=O)=O)C=CC1=2.C1C=NC2N(O)N=NC=2C=1.Cl.NO.CN1CCOCC1.NO. (7) The reactants are: [CH2:1]([O:8][N:9]1[C:15](=[O:16])[N:14]2[CH2:17][C@H:10]1[CH2:11][CH2:12][C@H:13]2[C:18]([OH:20])=[O:19])[C:2]1[CH:7]=[CH:6][CH:5]=[CH:4][CH:3]=1.CN1CCOCC1.ClC(OCC(C)C)=O.O[N:37]1[C:41](=[O:42])[CH2:40][CH2:39][C:38]1=[O:43]. Given the product [CH2:1]([O:8][N:9]1[C:15](=[O:16])[N:14]2[CH2:17][C@H:10]1[CH2:11][CH2:12][C@H:13]2[C:18]([O:20][N:37]1[C:41](=[O:42])[CH2:40][CH2:39][C:38]1=[O:43])=[O:19])[C:2]1[CH:7]=[CH:6][CH:5]=[CH:4][CH:3]=1, predict the reactants needed to synthesize it. (8) Given the product [CH3:1][S:2]([OH:5])(=[O:4])=[O:3].[Cl:41][C:38]1[S:37][C:36]([C:34]([NH:33][C:29]2[CH:28]=[CH:27][CH:26]=[C:25]3[C:30]=2[C:31](=[O:32])[N:23]([C:20]2[CH:19]=[CH:18][C:17]([N:16]4[CH2:15][CH2:14][O:13][C:43]4=[NH:44])=[CH:22][CH:21]=2)[C:24]3=[O:42])=[O:35])=[CH:40][CH:39]=1, predict the reactants needed to synthesize it. The reactants are: [CH3:1][S:2]([OH:5])(=[O:4])=[O:3].[Si]([O:13][CH2:14][CH2:15][N:16]([C:43]#[N:44])[C:17]1[CH:22]=[CH:21][C:20]([N:23]2[C:31](=[O:32])[C:30]3[C:25](=[CH:26][CH:27]=[CH:28][C:29]=3[NH:33][C:34]([C:36]3[S:37][C:38]([Cl:41])=[CH:39][CH:40]=3)=[O:35])[C:24]2=[O:42])=[CH:19][CH:18]=1)(C(C)(C)C)(C)C.